This data is from Catalyst prediction with 721,799 reactions and 888 catalyst types from USPTO. The task is: Predict which catalyst facilitates the given reaction. (1) Reactant: [CH3:1][C:2]1[N:11]=[C:10]2[C:5]([CH:6]=[CH:7][C:8](=[O:12])[NH:9]2)=[CH:4][CH:3]=1. Product: [CH3:1][C:2]1[N:11]=[C:10]2[C:5]([CH2:6][CH2:7][C:8](=[O:12])[NH:9]2)=[CH:4][CH:3]=1. The catalyst class is: 178. (2) Reactant: [Cl:1][C:2]1[CH:3]=[C:4]([N+:9]([O-:11])=[O:10])[CH:5]=[CH:6][C:7]=1F.[CH3:12][NH:13][CH:14]1[CH2:18][N:17]([CH3:19])[CH2:16][CH2:15]1. Product: [Cl:1][C:2]1[CH:3]=[C:4]([N+:9]([O-:11])=[O:10])[CH:5]=[CH:6][C:7]=1[N:13]([CH3:12])[CH:14]1[CH2:15][CH2:16][N:17]([CH3:19])[CH2:18]1. The catalyst class is: 13. (3) Reactant: [C:1]([C:5]1[CH:10]=[C:9]([C:11]([CH3:14])([CH3:13])[CH3:12])[CH:8]=[C:7]([NH2:15])[C:6]=1[OH:16])([CH3:4])([CH3:3])[CH3:2].[BH3-][C:18]#N.[Na+].C=O. Product: [C:1]([C:5]1[CH:10]=[C:9]([C:11]([CH3:14])([CH3:13])[CH3:12])[CH:8]=[C:7]([NH:15][CH3:18])[C:6]=1[OH:16])([CH3:4])([CH3:2])[CH3:3]. The catalyst class is: 5. (4) Reactant: [CH3:1][C:2]1([CH3:10])[CH2:7][CH2:6][CH2:5][C:4]([CH3:9])([CH3:8])[NH:3]1.[K].C[Si]([N-][Si](C)(C)C)(C)C.Br[C:22]1[CH:27]=[CH:26][CH:25]=[C:24](Br)[N:23]=1. Product: [CH3:1][C:2]1([CH3:10])[CH2:7][CH2:6][CH2:5][C:4]([CH3:9])([CH3:8])[N:3]1[C:22]1[CH:27]=[CH:26][CH:25]=[C:24]([N:3]2[C:4]([CH3:9])([CH3:8])[CH2:5][CH2:6][CH2:7][C:2]2([CH3:10])[CH3:1])[N:23]=1. The catalyst class is: 12.